From a dataset of Peptide-MHC class II binding affinity with 134,281 pairs from IEDB. Regression. Given a peptide amino acid sequence and an MHC pseudo amino acid sequence, predict their binding affinity value. This is MHC class II binding data. The peptide sequence is YDDFLANVSTVLTGK. The MHC is DRB1_0401 with pseudo-sequence DRB1_0401. The binding affinity (normalized) is 0.612.